This data is from Peptide-MHC class II binding affinity with 134,281 pairs from IEDB. The task is: Regression. Given a peptide amino acid sequence and an MHC pseudo amino acid sequence, predict their binding affinity value. This is MHC class II binding data. (1) The peptide sequence is KISVQYNLSHSYAVD. The MHC is DRB1_0101 with pseudo-sequence DRB1_0101. The binding affinity (normalized) is 1.00. (2) The peptide sequence is STVVASVTIIDRSLP. The MHC is HLA-DPA10201-DPB10101 with pseudo-sequence HLA-DPA10201-DPB10101. The binding affinity (normalized) is 0.629. (3) The peptide sequence is WIEQKGPEYW. The MHC is HLA-DQA10501-DQB10201 with pseudo-sequence HLA-DQA10501-DQB10201. The binding affinity (normalized) is 0. (4) The peptide sequence is SSSSSLLAMAVLAAL. The MHC is DRB1_0101 with pseudo-sequence DRB1_0101. The binding affinity (normalized) is 0.627. (5) The peptide sequence is EKKFFAATQFEPLAA. The MHC is HLA-DQA10101-DQB10501 with pseudo-sequence HLA-DQA10101-DQB10501. The binding affinity (normalized) is 0.603. (6) The peptide sequence is AAATAGTTVYGAFAQ. The MHC is HLA-DQA10102-DQB10602 with pseudo-sequence HLA-DQA10102-DQB10602. The binding affinity (normalized) is 0.797. (7) The peptide sequence is KGTSYKICTDKMFFV. The MHC is DRB1_1101 with pseudo-sequence DRB1_1101. The binding affinity (normalized) is 0.331.